Dataset: Catalyst prediction with 721,799 reactions and 888 catalyst types from USPTO. Task: Predict which catalyst facilitates the given reaction. (1) Reactant: [C:1]([O:5][C:6](=[O:20])[N:7]([CH2:9][C:10]1[C:15]([N+:16]([O-])=O)=[CH:14][CH:13]=[CH:12][C:11]=1[Br:19])[CH3:8])([CH3:4])([CH3:3])[CH3:2].NN. Product: [C:1]([O:5][C:6](=[O:20])[N:7]([CH2:9][C:10]1[C:11]([Br:19])=[CH:12][CH:13]=[CH:14][C:15]=1[NH2:16])[CH3:8])([CH3:4])([CH3:2])[CH3:3]. The catalyst class is: 36. (2) Reactant: O=C1[N:6]([C:7]([O:9][C:10]([CH3:13])([CH3:12])[CH3:11])=[O:8])[CH:5]([CH2:14][C:15]2[CH:20]=[CH:19][CH:18]=[C:17]([O:21][C:22]([F:27])([F:26])[CH:23]([F:25])[F:24])[CH:16]=2)[CH:4]([C:28]2[CH:33]=[CH:32][C:31]([O:34][C:35]3[CH:40]=[CH:39][CH:38]=[CH:37][N:36]=3)=[CH:30][CH:29]=2)[O:3]1.[OH-].[Na+].O. Product: [OH:3][CH:4]([C:28]1[CH:33]=[CH:32][C:31]([O:34][C:35]2[CH:40]=[CH:39][CH:38]=[CH:37][N:36]=2)=[CH:30][CH:29]=1)[CH:5]([NH:6][C:7](=[O:8])[O:9][C:10]([CH3:13])([CH3:12])[CH3:11])[CH2:14][C:15]1[CH:20]=[CH:19][CH:18]=[C:17]([O:21][C:22]([F:26])([F:27])[CH:23]([F:24])[F:25])[CH:16]=1. The catalyst class is: 5.